Dataset: Full USPTO retrosynthesis dataset with 1.9M reactions from patents (1976-2016). Task: Predict the reactants needed to synthesize the given product. (1) Given the product [CH:14]1([N:1]2[CH2:6][CH2:5][CH:4]([OH:7])[CH2:3][CH2:2]2)[CH2:17][CH2:16][CH2:15]1, predict the reactants needed to synthesize it. The reactants are: [NH:1]1[CH2:6][CH2:5][CH:4]([OH:7])[CH2:3][CH2:2]1.C([O-])([O-])=O.[K+].[K+].[CH:14]1(Br)[CH2:17][CH2:16][CH2:15]1. (2) Given the product [N:32]([CH2:12][CH2:13][O:14][CH2:15][CH2:16][O:17][CH2:18][CH2:19][O:20][CH2:21][CH2:22][CH2:23][O:24][CH2:25][C:26]1[CH:31]=[CH:30][CH:29]=[CH:28][CH:27]=1)=[N+:33]=[N-:34], predict the reactants needed to synthesize it. The reactants are: CC1C=CC(S(O[CH2:12][CH2:13][O:14][CH2:15][CH2:16][O:17][CH2:18][CH2:19][O:20][CH2:21][CH2:22][CH2:23][O:24][CH2:25][C:26]2[CH:31]=[CH:30][CH:29]=[CH:28][CH:27]=2)(=O)=O)=CC=1.[N-:32]=[N+:33]=[N-:34].[Na+].O. (3) Given the product [CH3:1][S:2][C:3]1[CH:10]=[CH:9][C:6]([C:7]2[NH:13][CH2:12][CH2:11][N:14]=2)=[CH:5][CH:4]=1, predict the reactants needed to synthesize it. The reactants are: [CH3:1][S:2][C:3]1[CH:10]=[CH:9][C:6]([CH:7]=O)=[CH:5][CH:4]=1.[CH2:11]([NH2:14])[CH2:12][NH2:13].C([O-])([O-])=O.[K+].[K+].II. (4) Given the product [CH2:34]([NH:36][C:37]([NH:8][CH2:9][CH2:10][C:11]1[CH:12]=[CH:13][CH:14]=[C:15]([C:17]2[S:18][C:19]3[CH:27]=[CH:26][CH:25]=[CH:24][C:20]=3[C:21](=[O:23])[N:22]=2)[N:16]=1)=[O:38])[CH3:35], predict the reactants needed to synthesize it. The reactants are: FC(F)(F)C(O)=O.[NH2:8][CH2:9][CH2:10][C:11]1[N:16]=[C:15]([C:17]2[S:18][C:19]3[CH:27]=[CH:26][CH:25]=[CH:24][C:20]=3[C:21](=[O:23])[N:22]=2)[CH:14]=[CH:13][CH:12]=1.C(=O)([O-])[O-].[K+].[K+].[CH2:34]([N:36]=[C:37]=[O:38])[CH3:35]. (5) The reactants are: [C:1]([C:5]1[CH:6]=[C:7]([CH:22]=[C:23]([C:25]([CH3:28])([CH3:27])[CH3:26])[CH:24]=1)[CH2:8][CH:9]1[CH2:14][CH:13]([C:15]([OH:17])=O)[CH2:12][CH2:11][N:10]1[C:18]([O:20][CH3:21])=[O:19])([CH3:4])([CH3:3])[CH3:2].N1(C(N2C=CN=C2)=O)C=CN=C1.[CH2:41]([O:43][C:44](=[O:49])[CH2:45][C:46]([O-:48])=O)[CH3:42].[K+].[Cl-].[Mg+2].[Cl-].Cl. Given the product [C:25]([C:23]1[CH:22]=[C:7]([CH:6]=[C:5]([C:1]([CH3:2])([CH3:4])[CH3:3])[CH:24]=1)[CH2:8][C@H:9]1[CH2:14][C@H:13]([C:15](=[O:17])[CH2:45][C:44]([O:43][CH2:41][CH3:42])=[O:49])[CH2:12][CH2:11][N:10]1[C:18]([O:20][CH3:21])=[O:19])([CH3:28])([CH3:26])[CH3:27].[C:1]([C:5]1[CH:6]=[C:7]([CH:22]=[C:23]([C:25]([CH3:28])([CH3:27])[CH3:26])[CH:24]=1)[CH2:8][C@H:9]1[CH2:14][C@@H:13]([C:46](=[O:48])[CH2:45][C:44]([O:43][CH2:41][CH3:42])=[O:49])[CH2:12][CH2:11][N:10]1[C:18]([O:20][CH3:21])=[O:19])([CH3:3])([CH3:4])[CH3:2], predict the reactants needed to synthesize it. (6) Given the product [F:49][C:47]1[CH:46]=[CH:45][C:12]([CH2:13][CH2:14][C:15]2[C:20]([C:21]([F:23])([F:24])[F:22])=[CH:19][N:18]=[C:17]([NH:25][C:26]3[CH:31]=[CH:30][C:29]([CH:32]4[CH2:37][CH2:36][NH:35][CH2:34][CH2:33]4)=[CH:28][CH:27]=3)[N:16]=2)=[C:11]([CH2:10][C:9]([NH2:8])=[O:50])[CH:48]=1, predict the reactants needed to synthesize it. The reactants are: C(O)(C(F)(F)F)=O.[NH2:8][C:9](=[O:50])[CH2:10][C:11]1[CH:48]=[C:47]([F:49])[CH:46]=[CH:45][C:12]=1[CH2:13][CH2:14][C:15]1[C:20]([C:21]([F:24])([F:23])[F:22])=[CH:19][N:18]=[C:17]([NH:25][C:26]2[CH:31]=[CH:30][C:29]([CH:32]3[CH2:37][CH2:36][N:35](C(OC(C)(C)C)=O)[CH2:34][CH2:33]3)=[CH:28][CH:27]=2)[N:16]=1. (7) Given the product [Cl:12][C:10]1[CH:11]=[C:6]([C:4]([OH:5])=[O:3])[C:7]2[CH:15]=[N:14][N:13]([CH:16]3[CH2:21][CH2:20][CH2:19][CH2:18][O:17]3)[C:8]=2[N:9]=1, predict the reactants needed to synthesize it. The reactants are: C([O:3][C:4]([C:6]1[C:7]2[CH:15]=[N:14][N:13]([CH:16]3[CH2:21][CH2:20][CH2:19][CH2:18][O:17]3)[C:8]=2[N:9]=[C:10]([Cl:12])[CH:11]=1)=[O:5])C.[OH-].[Na+].O.C(O)(=O)C.